This data is from Forward reaction prediction with 1.9M reactions from USPTO patents (1976-2016). The task is: Predict the product of the given reaction. (1) The product is: [Cl:1][C:2]1[C:11]([S:12]([NH:15][CH2:16][CH3:17])(=[O:14])=[O:13])=[CH:10][CH:9]=[CH:8][C:3]=1[C:4]([OH:6])=[O:5]. Given the reactants [Cl:1][C:2]1[C:11]([S:12]([NH:15][CH2:16][CH3:17])(=[O:14])=[O:13])=[CH:10][CH:9]=[CH:8][C:3]=1[C:4]([O:6]C)=[O:5].[OH-].[Na+], predict the reaction product. (2) Given the reactants Cl.Cl.Cl.[O:4]1[C:12]2[CH:11]=[CH:10][N:9]=[C:8]([N:13]3[CH2:18][CH2:17][N:16]([CH2:19][CH2:20][C@H:21]4[CH2:26][CH2:25][C@H:24]([NH2:27])[CH2:23][CH2:22]4)[CH2:15][CH2:14]3)[C:7]=2[CH2:6][CH2:5]1.[C:28]1([C:37]2[CH:42]=[CH:41][CH:40]=[CH:39][CH:38]=2)[CH:33]=[CH:32][C:31]([C:34](O)=[O:35])=[CH:30][CH:29]=1, predict the reaction product. The product is: [O:4]1[C:12]2[CH:11]=[CH:10][N:9]=[C:8]([N:13]3[CH2:18][CH2:17][N:16]([CH2:19][CH2:20][C@H:21]4[CH2:26][CH2:25][C@H:24]([NH:27][C:34]([C:31]5[CH:32]=[CH:33][C:28]([C:37]6[CH:38]=[CH:39][CH:40]=[CH:41][CH:42]=6)=[CH:29][CH:30]=5)=[O:35])[CH2:23][CH2:22]4)[CH2:15][CH2:14]3)[C:7]=2[CH2:6][CH2:5]1. (3) Given the reactants C(OC(=O)[NH:7][CH:8]([C:10](=[S:12])[NH2:11])[CH3:9])(C)(C)C.Br[CH2:15][C:16](=O)[C:17]([O:19][CH2:20][CH3:21])=[O:18], predict the reaction product. The product is: [CH2:20]([O:19][C:17]([C:16]1[N:11]=[C:10]([CH:8]([NH2:7])[CH3:9])[S:12][CH:15]=1)=[O:18])[CH3:21]. (4) The product is: [CH3:1][C:2]1[C:3]([C:7]([O:9][CH3:10])=[O:8])=[CH:4][S:5][C:6]=1[B:14]1[O:15][C:16]([CH3:18])([CH3:17])[C:12]([CH3:19])([CH3:11])[O:13]1. Given the reactants [CH3:1][C:2]1[C:3]([C:7]([O:9][CH3:10])=[O:8])=[CH:4][S:5][CH:6]=1.[CH3:11][C:12]1([CH3:19])[C:16]([CH3:18])([CH3:17])[O:15][BH:14][O:13]1, predict the reaction product. (5) Given the reactants Cl[C:2]1[N:7]=[C:6]([NH:8][C:9]2[CH:13]=[C:12]([CH:14]3[CH2:16][CH2:15]3)[NH:11][N:10]=2)[CH:5]=[CH:4][N:3]=1.[CH3:17][S:18]([C:21]1[CH:26]=[CH:25][C:24](B(O)O)=[CH:23][CH:22]=1)(=[O:20])=[O:19].C1CCC(P(C2CCCCC2)C2CCCCC2)CC1.[O-]P([O-])([O-])=O.[K+].[K+].[K+], predict the reaction product. The product is: [CH:14]1([C:12]2[NH:11][N:10]=[C:9]([NH:8][C:6]3[CH:5]=[CH:4][N:3]=[C:2]([C:24]4[CH:25]=[CH:26][C:21]([S:18]([CH3:17])(=[O:20])=[O:19])=[CH:22][CH:23]=4)[N:7]=3)[CH:13]=2)[CH2:16][CH2:15]1. (6) Given the reactants C(Cl)(=O)C(Cl)=O.CS(C)=O.[OH:11][C@@H:12]1[CH2:16][CH2:15][CH2:14][C@H:13]1[O:17][C:18]1[C:23]2[C:24]([O:27][CH2:28][CH:29]3[CH2:34][CH2:33][N:32]([CH2:35][C:36]4([OH:42])[CH2:41][CH2:40][O:39][CH2:38][CH2:37]4)[CH2:31][CH2:30]3)=[N:25][O:26][C:22]=2[CH:21]=[CH:20][CH:19]=1.C(N(CC)CC)C, predict the reaction product. The product is: [OH:42][C:36]1([CH2:35][N:32]2[CH2:33][CH2:34][CH:29]([CH2:28][O:27][C:24]3[C:23]4[C:18]([O:17][CH:13]5[CH2:14][CH2:15][CH2:16][C:12]5=[O:11])=[CH:19][CH:20]=[CH:21][C:22]=4[O:26][N:25]=3)[CH2:30][CH2:31]2)[CH2:41][CH2:40][O:39][CH2:38][CH2:37]1. (7) Given the reactants [CH3:1][C:2](=[CH2:10])[CH2:3][CH2:4][C:5]([O:7][CH2:8][CH3:9])=[O:6].[N+](=[CH2:13])=[N-], predict the reaction product. The product is: [CH3:10][C:2]1([CH2:3][CH2:4][C:5]([O:7][CH2:8][CH3:9])=[O:6])[CH2:13][CH2:1]1.